This data is from Full USPTO retrosynthesis dataset with 1.9M reactions from patents (1976-2016). The task is: Predict the reactants needed to synthesize the given product. (1) Given the product [CH2:1]([N:3]1[C:11]2[C:6](=[CH:7][C:8]([C:12]3[NH:13][C:14]4[N:15]([N:19]=[CH:20][C:21]=4[C:22]4[O:23][CH:26]=[CH:27][N:24]=4)[C:16](=[O:18])[CH:17]=3)=[CH:9][CH:10]=2)[CH:5]=[N:4]1)[CH3:2], predict the reactants needed to synthesize it. The reactants are: [CH2:1]([N:3]1[C:11]2[C:6](=[CH:7][C:8]([C:12]3[NH:13][C:14]4[N:15]([N:19]=[CH:20][C:21]=4[C:22]([NH2:24])=[O:23])[C:16](=[O:18])[CH:17]=3)=[CH:9][CH:10]=2)[CH:5]=[N:4]1)[CH3:2].Br[CH2:26][CH:27](OCC)OCC.CC1C=CC(S(O)(=O)=O)=CC=1. (2) Given the product [OH:7][C:4]1[CH:5]=[CH:16][CH:15]=[CH:14][C:13]=1[C:11](=[N:3][OH:2])[CH3:10], predict the reactants needed to synthesize it. The reactants are: [Cl-].[OH:2][NH3+:3].[C:4]([O-:7])(=O)[CH3:5].[Na+].O[CH2:10][C:11]([C:13]1C=C[CH:16]=[CH:15][CH:14]=1)=O.Cl. (3) Given the product [Cl:9][C:10]1[CH:11]=[N:1][C:2]2[N:6]([N:5]=[C:4]([CH2:7][OH:8])[N:3]=2)[CH:13]=1, predict the reactants needed to synthesize it. The reactants are: [NH2:1][C:2]1[NH:6][N:5]=[C:4]([CH2:7][OH:8])[N:3]=1.[Cl:9][CH:10]([CH:13]=O)[CH:11]=O. (4) Given the product [C:1]([CH2:3][C:4]1([N:20]2[CH:24]=[C:23]([C:25]3[C:26]4[CH:33]=[CH:32][N:31]([CH2:34][O:35][CH2:36][CH2:37][Si:38]([CH3:41])([CH3:40])[CH3:39])[C:27]=4[N:28]=[CH:29][N:30]=3)[CH:22]=[N:21]2)[CH2:5][C:6]([C:8]([O:10][CH:11]([CH3:12])[CH3:13])=[O:9])([C:14]([O:16][CH:17]([CH3:19])[CH3:18])=[O:15])[CH2:7]1)#[N:2], predict the reactants needed to synthesize it. The reactants are: [C:1]([CH:3]=[C:4]1[CH2:7][C:6]([C:14]([O:16][CH:17]([CH3:19])[CH3:18])=[O:15])([C:8]([O:10][CH:11]([CH3:13])[CH3:12])=[O:9])[CH2:5]1)#[N:2].[NH:20]1[CH:24]=[C:23]([C:25]2[C:26]3[CH:33]=[CH:32][N:31]([CH2:34][O:35][CH2:36][CH2:37][Si:38]([CH3:41])([CH3:40])[CH3:39])[C:27]=3[N:28]=[CH:29][N:30]=2)[CH:22]=[N:21]1.N12CCCN=C1CCCCC2. (5) Given the product [Cl:1][C:2]1[CH:3]=[C:4]2[C:10]([C:11]3[N:16]=[C:15]([NH:17][C@H:18]4[CH2:23][CH2:22][CH2:21][C@@:20]([CH2:25][CH:26]([OH:29])[CH2:27][OH:28])([OH:24])[CH2:19]4)[C:14]([F:30])=[CH:13][N:12]=3)=[CH:9][NH:8][C:5]2=[N:6][CH:7]=1, predict the reactants needed to synthesize it. The reactants are: [Cl:1][C:2]1[CH:3]=[C:4]2[C:10]([C:11]3[N:16]=[C:15]([NH:17][C@H:18]4[CH2:23][CH2:22][CH2:21][C@@:20]([CH2:25][CH:26]([OH:29])[CH2:27][OH:28])([OH:24])[CH2:19]4)[C:14]([F:30])=[CH:13][N:12]=3)=[CH:9][N:8](S(C3C=CC(C)=CC=3)(=O)=O)[C:5]2=[N:6][CH:7]=1.C[O-].[Na+]. (6) Given the product [Si:39]([O:14][CH2:15][C:11]1([C:18]2[CH:23]=[CH:22][CH:21]=[CH:20][CH:19]=2)[CH:10]=[C:9]([C:3]2[CH:4]=[C:5]([F:8])[CH:6]=[CH:7][C:2]=2[F:1])[CH2:17][NH:12]1)([C:36]([CH3:38])([CH3:37])[CH3:35])([CH3:41])[CH3:40], predict the reactants needed to synthesize it. The reactants are: [F:1][C:2]1[CH:7]=[CH:6][C:5]([F:8])=[CH:4][C:3]=1[C:9]1[CH2:17][N:12]2C(=O)[O:14][CH2:15][C@:11]2([C:18]2[CH:23]=[CH:22][CH:21]=[CH:20][CH:19]=2)[CH:10]=1.CCOC(C)=O.N1C=CN=C1.[CH3:35][C:36]([Si:39](Cl)([CH3:41])[CH3:40])([CH3:38])[CH3:37]. (7) Given the product [C:16]([NH:1][CH2:2][C:3]1[CH:4]=[CH:5][C:6]([C:9]([CH3:15])([CH3:14])[C:10]([O:12][CH3:13])=[O:11])=[CH:7][CH:8]=1)(=[O:18])[CH3:17], predict the reactants needed to synthesize it. The reactants are: [NH2:1][CH2:2][C:3]1[CH:8]=[CH:7][C:6]([C:9]([CH3:15])([CH3:14])[C:10]([O:12][CH3:13])=[O:11])=[CH:5][CH:4]=1.[C:16](Cl)(=[O:18])[CH3:17]. (8) The reactants are: [Cl:1][C:2]1[CH:7]=[CH:6][CH:5]=[C:4]([CH2:8][C:9]2[CH:14]=[CH:13][C:12]([N+:15]([O-])=O)=[CH:11][CH:10]=2)[C:3]=1[Cl:18]. Given the product [Cl:18][C:3]1[C:2]([Cl:1])=[CH:7][CH:6]=[CH:5][C:4]=1[CH2:8][C:9]1[CH:10]=[CH:11][C:12]([NH2:15])=[CH:13][CH:14]=1, predict the reactants needed to synthesize it.